The task is: Predict the reactants needed to synthesize the given product.. This data is from Full USPTO retrosynthesis dataset with 1.9M reactions from patents (1976-2016). (1) The reactants are: C([O:8][C:9]([C@@H:11]1[CH2:15][CH2:14][CH2:13][N:12]1[C:16](=[O:26])[CH2:17][NH:18][C:19]([O:21][C:22]([CH3:25])([CH3:24])[CH3:23])=[O:20])=[O:10])C1C=CC=CC=1.C(OC(N[C@H](C1C=CC=CC=1)C(N1CCC[C@H]1C(O)=O)=O)=O)(C)(C)C. Given the product [C:22]([O:21][C:19]([NH:18][CH2:17][C:16]([N:12]1[CH2:13][CH2:14][CH2:15][C@H:11]1[C:9]([OH:10])=[O:8])=[O:26])=[O:20])([CH3:25])([CH3:23])[CH3:24], predict the reactants needed to synthesize it. (2) The reactants are: [Cl:1][C:2]1[C:3]([CH:19]=C)=[CH:4][C:5]2[C:14]3[C:9](=[C:10]([CH3:15])[N:11]=[CH:12][CH:13]=3)[C:8](=[O:16])[N:7]([CH3:17])[C:6]=2[CH:18]=1.CC1C=CC=C(C)N=1.I([O-])(=O)(=O)=[O:30].[Na+]. Given the product [Cl:1][C:2]1[C:3]([CH:19]=[O:30])=[CH:4][C:5]2[C:14]3[C:9](=[C:10]([CH3:15])[N:11]=[CH:12][CH:13]=3)[C:8](=[O:16])[N:7]([CH3:17])[C:6]=2[CH:18]=1, predict the reactants needed to synthesize it.